Dataset: Reaction yield outcomes from USPTO patents with 853,638 reactions. Task: Predict the reaction yield, written as a fraction of the theoretical maximum amount of product (1.0 means a 100% yield; for example, 0.34 means a 34% yield). (1) The reactants are C(OC([N:8]1[C:17]2[C:12](=[CH:13][CH:14]=[C:15]([NH:18][C:19]([C:21]3[C:30](=[O:31])[C:29]4[C:24](=[CH:25][CH:26]=[CH:27][CH:28]=4)[NH:23][CH:22]=3)=[O:20])[CH:16]=2)[CH2:11][CH2:10][CH2:9]1)=O)(C)(C)C.C(O)(C(F)(F)F)=O. The catalyst is C(Cl)Cl. The product is [O:31]=[C:30]1[C:29]2[C:24](=[CH:25][CH:26]=[CH:27][CH:28]=2)[NH:23][CH:22]=[C:21]1[C:19]([NH:18][C:15]1[CH:16]=[C:17]2[C:12]([CH2:11][CH2:10][CH2:9][NH:8]2)=[CH:13][CH:14]=1)=[O:20]. The yield is 0.320. (2) The product is [Cl:1][C:2]1[CH:3]=[C:4]2[C@@:5]3([CH2:11][CH2:12][NH:13][C@@H:14]3[C:15]3[CH:20]=[CH:19][CH:18]=[CH:17][CH:16]=3)[CH2:6][NH:7][C:8]2=[CH:9][CH:10]=1. The yield is 0.350. The reactants are [Cl:1][C:2]1[CH:3]=[C:4]2[C:8](=[CH:9][CH:10]=1)[NH:7][CH:6]=[C:5]2[CH2:11][CH2:12][NH2:13].[CH:14](=O)[C:15]1[CH:20]=[CH:19][CH:18]=[CH:17][CH:16]=1.B(Cl)([C@H]1[C@H](C)[C@@H]2C(C)(C)[C@@H](C2)C1)[C@H]1[C@H](C)[C@@H]2C(C)(C)[C@@H](C2)C1.[OH-].[Na+]. The catalyst is C(Cl)Cl. (3) The reactants are [CH2:1]([C:5]1[CH:10]=[CH:9][C:8]([NH:11][S:12]([C:15]2[CH:16]=[C:17]([CH:21]=[CH:22][CH:23]=2)[C:18]([OH:20])=O)(=[O:14])=[O:13])=[C:7]([C:24]([O:26][CH3:27])=[O:25])[CH:6]=1)[CH2:2][CH2:3][CH3:4].CCN=C=NCCCN(C)C.C1C=CC2N(O)N=NC=2C=1.CCN(C(C)C)C(C)C.[CH3:58][O:59][C:60]1[CH:65]=[CH:64][CH:63]=[CH:62][C:61]=1[N:66]1[CH2:71][CH2:70][NH:69][CH2:68][CH2:67]1. The catalyst is CN(C=O)C.O. The product is [CH2:1]([C:5]1[CH:10]=[CH:9][C:8]([NH:11][S:12]([C:15]2[CH:23]=[CH:22][CH:21]=[C:17]([C:18]([N:69]3[CH2:68][CH2:67][N:66]([C:61]4[CH:62]=[CH:63][CH:64]=[CH:65][C:60]=4[O:59][CH3:58])[CH2:71][CH2:70]3)=[O:20])[CH:16]=2)(=[O:14])=[O:13])=[C:7]([CH:6]=1)[C:24]([O:26][CH3:27])=[O:25])[CH2:2][CH2:3][CH3:4]. The yield is 0.550. (4) The reactants are [NH:1]1[C:9]2[C:4](=[CH:5][CH:6]=[CH:7][CH:8]=2)[C:3]([CH:10]2[CH2:14][CH2:13][C:12](=[O:15])[CH2:11]2)=[CH:2]1.[H-].[Na+].[F:18][C:19]1[CH:38]=[CH:37][C:22]([CH2:23][NH:24][C:25]([C:27]2[CH:32]=[CH:31][C:30]([S:33](Cl)(=[O:35])=[O:34])=[CH:29][CH:28]=2)=[O:26])=[CH:21][CH:20]=1. The catalyst is CN(C=O)C. The product is [F:18][C:19]1[CH:20]=[CH:21][C:22]([CH2:23][NH:24][C:25](=[O:26])[C:27]2[CH:32]=[CH:31][C:30]([S:33]([N:1]3[C:9]4[C:4](=[CH:5][CH:6]=[CH:7][CH:8]=4)[C:3]([CH:10]4[CH2:14][CH2:13][C:12](=[O:15])[CH2:11]4)=[CH:2]3)(=[O:34])=[O:35])=[CH:29][CH:28]=2)=[CH:37][CH:38]=1. The yield is 0.220.